This data is from Forward reaction prediction with 1.9M reactions from USPTO patents (1976-2016). The task is: Predict the product of the given reaction. Given the reactants [C:1]([O:5][C:6](=[O:29])[NH:7][CH:8]1[C:14]([CH3:16])([CH3:15])[CH:13]=[CH:12][CH2:11][N:10]([CH2:17][C:18]2[CH:23]=[CH:22][C:21]([O:24][CH3:25])=[CH:20][C:19]=2[O:26][CH3:27])[C:9]1=[O:28])([CH3:4])([CH3:3])[CH3:2], predict the reaction product. The product is: [C:1]([O:5][C:6](=[O:29])[NH:7][CH:8]1[C:14]([CH3:16])([CH3:15])[CH2:13][CH2:12][CH2:11][N:10]([CH2:17][C:18]2[CH:23]=[CH:22][C:21]([O:24][CH3:25])=[CH:20][C:19]=2[O:26][CH3:27])[C:9]1=[O:28])([CH3:2])([CH3:3])[CH3:4].